From a dataset of Catalyst prediction with 721,799 reactions and 888 catalyst types from USPTO. Predict which catalyst facilitates the given reaction. (1) Reactant: [CH3:1][S:2]([O:5][C:6]1[C:14]([O:15][CH3:16])=[CH:13][C:12]([C:17]2[N:18]([C:28]([O:30][C:31]([CH3:34])([CH3:33])[CH3:32])=[O:29])[C:19]3[C:24]([CH:25]=2)=[C:23]([CH:26]=O)[CH:22]=[CH:21][CH:20]=3)=[C:11]2[C:7]=1[CH2:8][NH:9][C:10]2=[O:35])(=[O:4])=[O:3].[NH:36]1[CH2:40][CH2:39][CH2:38][CH2:37]1.C(O)(=O)C.C(O[BH-](OC(=O)C)OC(=O)C)(=O)C.[Na+]. Product: [CH3:1][S:2]([O:5][C:6]1[C:14]([O:15][CH3:16])=[CH:13][C:12]([C:17]2[N:18]([C:28]([O:30][C:31]([CH3:33])([CH3:34])[CH3:32])=[O:29])[C:19]3[C:24]([CH:25]=2)=[C:23]([CH2:26][N:36]2[CH2:40][CH2:39][CH2:38][CH2:37]2)[CH:22]=[CH:21][CH:20]=3)=[C:11]2[C:7]=1[CH2:8][NH:9][C:10]2=[O:35])(=[O:4])=[O:3]. The catalyst class is: 10. (2) Reactant: C([N:8]1[CH2:12][CH:11]2[CH2:13][N:14]([C:16]3[CH:17]=[CH:18][C:19]4[N:20]([C:22]([C:26]5[CH:31]=[CH:30][N:29]=[C:28]([NH2:32])[CH:27]=5)=[C:23]([CH3:25])[N:24]=4)[N:21]=3)[CH2:15][CH:10]2[CH2:9]1)C1C=CC=CC=1.C([O-])=O.[NH4+]. Product: [CH2:13]1[CH:11]2[CH2:12][NH:8][CH2:9][CH:10]2[CH2:15][N:14]1[C:16]1[CH:17]=[CH:18][C:19]2[N:20]([C:22]([C:26]3[CH:31]=[CH:30][N:29]=[C:28]([NH2:32])[CH:27]=3)=[C:23]([CH3:25])[N:24]=2)[N:21]=1. The catalyst class is: 43. (3) Reactant: CS(O)(=O)=O.[NH2:6][CH2:7][C:8]1[CH:9]=[C:10]2[C:14](=[CH:15][CH:16]=1)[C:13](=[O:17])[N:12]([CH:18]1[CH2:23][CH2:22][C:21](=[O:24])[NH:20][C:19]1=[O:25])[CH2:11]2.C1N=CN([C:31](N2C=NC=C2)=[O:32])C=1.[F:38][C:39]1[CH:44]=[C:43]([F:45])[CH:42]=[CH:41][C:40]=1[C:46]1[N:47]=[C:48]([NH2:51])[S:49][CH:50]=1.O. Product: [F:38][C:39]1[CH:44]=[C:43]([F:45])[CH:42]=[CH:41][C:40]=1[C:46]1[N:47]=[C:48]([NH:51][C:31]([NH:6][CH2:7][C:8]2[CH:9]=[C:10]3[C:14](=[CH:15][CH:16]=2)[C:13](=[O:17])[N:12]([CH:18]2[CH2:23][CH2:22][C:21](=[O:24])[NH:20][C:19]2=[O:25])[CH2:11]3)=[O:32])[S:49][CH:50]=1. The catalyst class is: 39. (4) Reactant: [N:1]1[CH:6]=[CH:5][C:4]([C:7]2[CH:8]=[C:9]3[C:13](=[CH:14][CH:15]=2)[NH:12][CH2:11][CH2:10]3)=[CH:3][CH:2]=1.[C:16]1([N:22]=[C:23]=[O:24])[CH:21]=[CH:20][CH:19]=[CH:18][CH:17]=1. Product: [C:16]1([NH:22][C:23]([N:12]2[C:13]3[C:9](=[CH:8][C:7]([C:4]4[CH:5]=[CH:6][N:1]=[CH:2][CH:3]=4)=[CH:15][CH:14]=3)[CH2:10][CH2:11]2)=[O:24])[CH:21]=[CH:20][CH:19]=[CH:18][CH:17]=1. The catalyst class is: 10. (5) Reactant: [Cl:1][C:2]1[C:7]([S:8](Cl)(=[O:10])=[O:9])=[CH:6][CH:5]=[CH:4][N:3]=1.[CH3:12][C:13]1[CH:14]=[C:15]([CH:17]=[C:18]([CH3:20])[CH:19]=1)[NH2:16]. Product: [Cl:1][C:2]1[C:7]([S:8]([NH:16][C:15]2[CH:17]=[C:18]([CH3:20])[CH:19]=[C:13]([CH3:12])[CH:14]=2)(=[O:10])=[O:9])=[CH:6][CH:5]=[CH:4][N:3]=1. The catalyst class is: 12. (6) Reactant: [Li]CCCC.CC(NC(C)C)C.[Cl:13][C:14]1[N:19]=[CH:18][C:17]([C:20]([OH:22])=[O:21])=[CH:16][CH:15]=1.[I:23]I. Product: [Cl:13][C:14]1[N:19]=[CH:18][C:17]([C:20]([OH:22])=[O:21])=[C:16]([I:23])[CH:15]=1. The catalyst class is: 20. (7) Reactant: [Cl:1][C:2]1[CH:3]=[C:4]2[C:8](=[C:9]([CH2:11][N:12]3[C:16]4[CH:17]=[CH:18][C:19]([CH3:21])=[CH:20][C:15]=4[N:14](C(C)=C)[C:13]3=[O:25])[CH:10]=1)[N:7]([CH3:26])[C:6]([CH3:27])=[C:5]2[CH3:28].Cl. The catalyst class is: 24. Product: [Cl:1][C:2]1[CH:3]=[C:4]2[C:8](=[C:9]([CH2:11][N:12]3[C:16]4[CH:17]=[CH:18][C:19]([CH3:21])=[CH:20][C:15]=4[NH:14][C:13]3=[O:25])[CH:10]=1)[N:7]([CH3:26])[C:6]([CH3:27])=[C:5]2[CH3:28]. (8) Reactant: [CH2:1]([O:3][C:4]([CH:6]1[N:11](CC2C=CC(OC)=CC=2OC)[CH2:10][CH:9]2[C:23]3[CH:29]=[CH:28][CH:27]=[CH:26][C:24]=3[S:25][CH:8]2[C:7]1=[O:30])=[O:5])[CH3:2].S(Cl)(Cl)=O.C(=O)(O)[O-].[Na+]. Product: [CH2:1]([O:3][C:4]([C:6]1[N:11]=[CH:10][C:9]2[C:23]3[CH:29]=[CH:28][CH:27]=[CH:26][C:24]=3[S:25][C:8]=2[C:7]=1[OH:30])=[O:5])[CH3:2]. The catalyst class is: 4.